From a dataset of Reaction yield outcomes from USPTO patents with 853,638 reactions. Predict the reaction yield, written as a fraction of the theoretical maximum amount of product (1.0 means a 100% yield; for example, 0.34 means a 34% yield). (1) The product is [CH3:29][N:30]([CH3:34])[CH2:31][CH2:32][N:8]1[C:9]2[C:4](=[CH:3][C:2]([CH3:1])=[CH:11][CH:10]=2)[C:5]([N:15]2[CH2:16][CH2:17][N:18]([C:21]([C:23]3[S:24][CH:25]=[CH:26][CH:27]=3)=[O:22])[CH2:19][CH2:20]2)=[C:6]([C:13]#[N:14])[C:7]1=[O:12]. The yield is 0.240. The catalyst is CN(C=O)C. The reactants are [CH3:1][C:2]1[CH:3]=[C:4]2[C:9](=[CH:10][CH:11]=1)[NH:8][C:7](=[O:12])[C:6]([C:13]#[N:14])=[C:5]2[N:15]1[CH2:20][CH2:19][N:18]([C:21]([C:23]2[S:24][CH:25]=[CH:26][CH:27]=2)=[O:22])[CH2:17][CH2:16]1.Cl.[CH3:29][N:30]([CH3:34])[CH2:31][CH2:32]Cl.C(=O)([O-])[O-].[K+].[K+]. (2) The reactants are [CH2:1]([C:5]1([C:18](OC)=[O:19])[CH2:10][CH2:9][N:8]([C:11]([O:13][C:14]([CH3:17])([CH3:16])[CH3:15])=[O:12])[CH2:7][CH2:6]1)[CH2:2][CH:3]=[CH2:4].[H-].[H-].[H-].[H-].[Li+].[Al+3].C1COCC1.O.[OH-].[Na+]. The catalyst is C1COCC1. The product is [CH2:1]([C:5]1([CH2:18][OH:19])[CH2:6][CH2:7][N:8]([C:11]([O:13][C:14]([CH3:16])([CH3:15])[CH3:17])=[O:12])[CH2:9][CH2:10]1)[CH2:2][CH:3]=[CH2:4]. The yield is 0.860. (3) The reactants are [N:1]1[CH:2]=[CH:3][N:4]2[C:9]=1[CH:8]=[CH:7][C:6]([CH2:10]O)=[N:5]2.S(Cl)([Cl:14])=O. The product is [Cl:14][CH2:10][C:6]1[CH:7]=[CH:8][C:9]2[N:4]([CH:3]=[CH:2][N:1]=2)[N:5]=1. The yield is 0.690. No catalyst specified.